From a dataset of Forward reaction prediction with 1.9M reactions from USPTO patents (1976-2016). Predict the product of the given reaction. (1) Given the reactants C([O:3][C:4]([C:6]1[C:7]([C:20]2[CH:25]=[CH:24][CH:23]=[CH:22][CH:21]=2)=[N:8][O:9][C:10]=1[C:11]([CH3:19])([CH3:18])[O:12][SiH2:13][C:14]([CH3:17])([CH3:16])[CH3:15])=O)C.[BH4-].[Li+].[C@H](O)(C([O-])=O)[C@@H](O)C([O-])=O.[Na+].[K+], predict the reaction product. The product is: [C:14]([SiH2:13][O:12][C:11]([CH3:19])([CH3:18])[C:10]1[O:9][N:8]=[C:7]([C:20]2[CH:21]=[CH:22][CH:23]=[CH:24][CH:25]=2)[C:6]=1[CH2:4][OH:3])([CH3:17])([CH3:15])[CH3:16]. (2) Given the reactants [OH:1][CH2:2][C:3]1[CH:4]=[C:5]([CH:8]=[CH:9][C:10]=1[CH2:11][NH:12][CH:13]1[C:22]2[N:21]=[CH:20][CH:19]=[CH:18][C:17]=2[CH2:16][CH2:15][CH2:14]1)[C:6]#[N:7].[C:23]1([C:29]2[CH:34]=[CH:33][N:32]=[C:31]([CH:35]=O)[CH:30]=2)[CH:28]=[CH:27][CH:26]=[CH:25][CH:24]=1.[BH-](OC(C)=O)(OC(C)=O)OC(C)=O.[Na+], predict the reaction product. The product is: [OH:1][CH2:2][C:3]1[CH:4]=[C:5]([CH:8]=[CH:9][C:10]=1[CH2:11][N:12]([CH2:35][C:31]1[CH:30]=[C:29]([C:23]2[CH:24]=[CH:25][CH:26]=[CH:27][CH:28]=2)[CH:34]=[CH:33][N:32]=1)[CH:13]1[C:22]2[N:21]=[CH:20][CH:19]=[CH:18][C:17]=2[CH2:16][CH2:15][CH2:14]1)[C:6]#[N:7]. (3) Given the reactants [NH2:1][C:2]([CH:4]1[N:9]2[N:10]=[C:11]([C:21]([O:23][CH2:24][CH3:25])=[O:22])[C:12]([O:13][CH2:14][C:15]3[CH:20]=[CH:19][CH:18]=[CH:17][CH:16]=3)=[C:8]2[C:7](=[O:26])[N:6]([CH3:27])[CH2:5]1)=O.CC[N+](S(N=C(OC)[O-])(=O)=O)(CC)CC, predict the reaction product. The product is: [CH2:14]([O:13][C:12]1[C:11]([C:21]([O:23][CH2:24][CH3:25])=[O:22])=[N:10][N:9]2[CH:4]([C:2]#[N:1])[CH2:5][N:6]([CH3:27])[C:7](=[O:26])[C:8]=12)[C:15]1[CH:20]=[CH:19][CH:18]=[CH:17][CH:16]=1. (4) The product is: [CH3:57][C:54]1[CH:55]=[CH:56][C:51]([CH:37]([NH:36][C:28]2[CH:29]=[C:30]3[C:25](=[CH:26][CH:27]=2)[S:24][C:23]2[C:22]([C:20]4[NH:21][C:16](=[O:15])[CH:17]=[C:18]([N:58]5[CH2:63][CH2:62][O:61][CH2:60][CH2:59]5)[CH:19]=4)=[CH:35][CH:34]=[CH:33][C:32]=2[S:31]3)[CH:38]2[O:43][CH2:42][CH2:41][NH:40][CH2:39]2)=[N:52][CH:53]=1. Given the reactants Cl.O1CCOCC1.COC1C=CC(C[O:15][C:16]2[N:21]=[C:20]([C:22]3[CH:35]=[CH:34][CH:33]=[C:32]4[C:23]=3[S:24][C:25]3[CH:26]=[CH:27][C:28]([NH:36][CH:37]([C:51]5[CH:56]=[CH:55][C:54]([CH3:57])=[CH:53][N:52]=5)[CH:38]5[O:43][CH2:42][CH2:41][N:40](C(OC(C)(C)C)=O)[CH2:39]5)=[CH:29][C:30]=3[S:31]4)[CH:19]=[C:18]([N:58]3[CH2:63][CH2:62][O:61][CH2:60][CH2:59]3)[CH:17]=2)=CC=1, predict the reaction product. (5) Given the reactants [Cl:1][C:2]1[N:11]=[C:10](Cl)[C:9]2[C:4](=[CH:5][CH:6]=[CH:7][CH:8]=2)[N:3]=1.[NH2:13][CH:14]([CH2:17][CH3:18])[CH2:15][CH3:16].[CH3:19][C:20]1[CH:24]=[C:23]([CH3:25])[NH:22][N:21]=1, predict the reaction product. The product is: [ClH:1].[CH3:19][C:20]1[CH:24]=[C:23]([CH3:25])[N:22]([C:2]2[N:11]=[C:10]([NH:13][CH:14]([CH2:17][CH3:18])[CH2:15][CH3:16])[C:9]3[C:4](=[CH:5][CH:6]=[CH:7][CH:8]=3)[N:3]=2)[N:21]=1. (6) Given the reactants [Br:1][C:2]1[CH:3]=[C:4]([CH:20]=[CH:21][C:22]=1[O:23][CH3:24])[CH2:5][CH:6]1[C:15]2[C:10](=[CH:11][C:12]([O:18][CH3:19])=[C:13]([O:16][CH3:17])[CH:14]=2)[CH2:9][CH2:8][NH:7]1.Br[CH2:26][C:27](Br)=[O:28].[CH2:30]([O:32][C:33]1[CH:40]=[CH:39][CH:38]=[CH:37][C:34]=1[CH2:35][NH2:36])[CH3:31], predict the reaction product. The product is: [Br:1][C:2]1[CH:3]=[C:4]([CH:20]=[CH:21][C:22]=1[O:23][CH3:24])[CH2:5][CH:6]1[C:15]2[C:10](=[CH:11][C:12]([O:18][CH3:19])=[C:13]([O:16][CH3:17])[CH:14]=2)[CH2:9][CH2:8][N:7]1[CH2:26][C:27]([NH:36][CH2:35][C:34]1[CH:37]=[CH:38][CH:39]=[CH:40][C:33]=1[O:32][CH2:30][CH3:31])=[O:28]. (7) Given the reactants [Si:1]([O:8][CH2:9][CH2:10][O:11][C:12]1[CH:17]=[CH:16][N:15]=[C:14](Cl)[N:13]=1)([C:4]([CH3:7])([CH3:6])[CH3:5])([CH3:3])[CH3:2].[CH3:19][C:20]1[CH:21]=[C:22]([CH:24]=[C:25]([C:27]2[S:31][CH:30]=[N:29][CH:28]=2)[CH:26]=1)[NH2:23].C(=O)([O-])[O-].[Cs+].[Cs+].CC1(C)C2C(=C(P(C3C=CC=CC=3)C3C=CC=CC=3)C=CC=2)OC2C(P(C3C=CC=CC=3)C3C=CC=CC=3)=CC=CC1=2, predict the reaction product. The product is: [Si:1]([O:8][CH2:9][CH2:10][O:11][C:12]1[CH:17]=[CH:16][N:15]=[C:14]([NH:23][C:22]2[CH:24]=[C:25]([C:27]3[S:31][CH:30]=[N:29][CH:28]=3)[CH:26]=[C:20]([CH3:19])[CH:21]=2)[N:13]=1)([C:4]([CH3:7])([CH3:6])[CH3:5])([CH3:3])[CH3:2].